Dataset: Catalyst prediction with 721,799 reactions and 888 catalyst types from USPTO. Task: Predict which catalyst facilitates the given reaction. (1) Reactant: C1[CH2:5][O:4][CH2:3][CH2:2]1.[Cl-].COC[P+](C1C=CC=CC=1)(C1C=CC=CC=1)C1C=CC=CC=1.CC(C)([O-])C.[K+].[CH2:35]([O:37][C:38]1(C=O)[CH:43]=[CH:42][C:41]([C:44]2[CH:49]=[CH:48][CH:47]=[C:46]([F:50])[C:45]=2[F:51])=[C:40]([F:52])[CH:39]1[F:53])[CH3:36]. Product: [CH2:35]([O:37][C:38]1[CH:43]=[CH:42][C:41]([C:44]2[CH:49]=[CH:48][C:47]([CH:2]=[CH:3][O:4][CH3:5])=[C:46]([F:50])[C:45]=2[F:51])=[C:40]([F:52])[C:39]=1[F:53])[CH3:36]. The catalyst class is: 6. (2) Reactant: [C:1]([C:4]1[CH:9]=[CH:8][CH:7]=[CH:6][N:5]=1)(=[O:3])[CH3:2].[CH3:10][O:11][C:12]1[CH:19]=[CH:18][C:15]([CH:16]=O)=[CH:14][CH:13]=1.[OH-].[Na+]. Product: [CH3:10][O:11][C:12]1[CH:19]=[CH:18][C:15]([CH:16]=[CH:2][C:1]([C:4]2[CH:9]=[CH:8][CH:7]=[CH:6][N:5]=2)=[O:3])=[CH:14][CH:13]=1. The catalyst class is: 5. (3) Reactant: [Si]([O:8][C:9]1[C:10]([F:21])=[C:11]([CH:18]=[CH:19][CH:20]=1)[CH2:12][N:13]1[CH2:17][CH2:16][CH2:15][CH2:14]1)(C(C)(C)C)(C)C.[F-].[K+]. Product: [F:21][C:10]1[C:11]([CH2:12][N:13]2[CH2:17][CH2:16][CH2:15][CH2:14]2)=[CH:18][CH:19]=[CH:20][C:9]=1[OH:8]. The catalyst class is: 5. (4) Reactant: [CH2:1]([N:3]1[CH2:8][CH2:7][NH:6][C:5](=[O:9])[C:4]1=[O:10])[CH3:2].[CH2:11]=[O:12]. Product: [CH2:1]([N:3]1[CH2:8][CH2:7][N:6]([CH2:11][OH:12])[C:5](=[O:9])[C:4]1=[O:10])[CH3:2]. The catalyst class is: 33.